Dataset: Reaction yield outcomes from USPTO patents with 853,638 reactions. Task: Predict the reaction yield, written as a fraction of the theoretical maximum amount of product (1.0 means a 100% yield; for example, 0.34 means a 34% yield). (1) The reactants are FC(F)(F)S(O[C:7]1[C:12]([F:13])=[CH:11][CH:10]=[C:9]([F:14])[N:8]=1)(=O)=O.[Cl:17][C:18]1[C:19](B(O)O)=[CH:20][C:21]([F:24])=[N:22][CH:23]=1.C(=O)([O-])[O-].[Na+].[Na+].C(Cl)Cl. The catalyst is C1COCC1.CCOC(C)=O.O.C1C=CC(P(C2C=CC=CC=2)[C-]2C=CC=C2)=CC=1.C1C=CC(P(C2C=CC=CC=2)[C-]2C=CC=C2)=CC=1.Cl[Pd]Cl.[Fe+2]. The product is [Cl:17][C:18]1[C:19]([C:7]2[C:12]([F:13])=[CH:11][CH:10]=[C:9]([F:14])[N:8]=2)=[CH:20][C:21]([F:24])=[N:22][CH:23]=1. The yield is 0.850. (2) The reactants are [CH3:1][O:2][C:3]1[CH:8]=[CH:7][C:6]([C:9]2[CH:14]=[CH:13][N:12]=[C:11]3[NH:15][C:16]([C:18]4[CH:27]=[CH:26][C:21]([C:22]([O:24]C)=O)=[CH:20][CH:19]=4)=[N:17][C:10]=23)=[CH:5][CH:4]=1.[CH3:28][N:29]1[CH2:34][CH2:33][NH:32][CH2:31][CH2:30]1.CN(C(ON1N=NC2C=CC=CC1=2)=[N+](C)C)C.F[P-](F)(F)(F)(F)F.[ClH:59]. The catalyst is C(Cl)Cl.CO.CCOCC. The product is [ClH:59].[CH3:1][O:2][C:3]1[CH:8]=[CH:7][C:6]([C:9]2[CH:14]=[CH:13][N:12]=[C:11]3[NH:15][C:16]([C:18]4[CH:19]=[CH:20][C:21]([C:22]([N:32]5[CH2:33][CH2:34][N:29]([CH3:28])[CH2:30][CH2:31]5)=[O:24])=[CH:26][CH:27]=4)=[N:17][C:10]=23)=[CH:5][CH:4]=1. The yield is 0.550. (3) The catalyst is O. The yield is 0.580. The product is [NH2:24][C@@:23]([C:18]1[CH:17]=[CH:16][C:15]2[C:20](=[CH:21][CH:22]=[C:13]([O:12][C@H:9]3[CH2:10][CH2:11][C@@H:6]([CH:1]4[CH2:5][CH2:4][CH2:3][CH2:2]4)[CH2:7][CH2:8]3)[C:14]=2[C:30]([F:32])([F:33])[F:31])[CH:19]=1)([CH3:29])[CH2:27][OH:26]. The reactants are [CH:1]1([C@@H:6]2[CH2:11][CH2:10][C@H:9]([O:12][C:13]3[C:14]([C:30]([F:33])([F:32])[F:31])=[C:15]4[C:20](=[CH:21][CH:22]=3)[CH:19]=[C:18]([C@:23]3([CH3:29])[CH2:27][O:26]C(=O)[NH:24]3)[CH:17]=[CH:16]4)[CH2:8][CH2:7]2)[CH2:5][CH2:4][CH2:3][CH2:2]1.C(O)C.O.[OH-].[Li+]. (4) The reactants are [F:1][C:2]1[CH:3]=[CH:4][C:5]([C@@H:8]([NH:10][C:11](=[O:13])C)[CH3:9])=[N:6][CH:7]=1.[CH3:14][C:15]([O:18]C(OC([O:18][C:15]([CH3:17])([CH3:16])[CH3:14])=O)=O)([CH3:17])[CH3:16].O.[OH-].[Li+].O. The catalyst is CN(C1C=CN=CC=1)C.C1COCC1.CCOCC. The product is [F:1][C:2]1[CH:3]=[CH:4][C:5]([C@@H:8]([NH:10][C:11](=[O:13])[O:18][C:15]([CH3:17])([CH3:16])[CH3:14])[CH3:9])=[N:6][CH:7]=1. The yield is 0.940. (5) The yield is 0.750. The reactants are [CH2:1]([C:9]1[CH:16]=[CH:15][C:12]([CH2:13][NH2:14])=[CH:11][CH:10]=1)[CH2:2][CH2:3][CH2:4][CH2:5][CH2:6][CH2:7][CH3:8].C(C1C=CC(N)=CC=1)CCCCCCC.[N:32]([CH2:35][C:36]([O:38][CH2:39][CH3:40])=[O:37])=[C:33]=[O:34].N(CCC(OCC)=O)=C=O. No catalyst specified. The product is [CH2:1]([C:9]1[CH:10]=[CH:11][C:12]([CH2:13][NH:14][C:33](=[O:34])[NH:32][CH2:35][C:36]([O:38][CH2:39][CH3:40])=[O:37])=[CH:15][CH:16]=1)[CH2:2][CH2:3][CH2:4][CH2:5][CH2:6][CH2:7][CH3:8].